This data is from Full USPTO retrosynthesis dataset with 1.9M reactions from patents (1976-2016). The task is: Predict the reactants needed to synthesize the given product. (1) Given the product [CH3:4][CH2:5][CH2:6][CH:7]([CH3:2])[CH3:18].[Br:1][C:2]1[C:7]([F:8])=[C:6]([NH2:9])[CH:5]=[CH:4][C:3]=1[F:12], predict the reactants needed to synthesize it. The reactants are: [Br:1][C:2]1[C:7]([F:8])=[C:6]([N+:9]([O-])=O)[CH:5]=[CH:4][C:3]=1[F:12].O.O.[Sn](Cl)Cl.[CH2:18](OCC)C.[OH-].[Na+]. (2) The reactants are: [CH:1]12[N:8]([C:9]([C:11]3[N:15]4[CH:16]=[C:17]([C:21]([F:24])([F:23])[F:22])[CH:18]=[C:19](Br)[C:14]4=[N:13][CH:12]=3)=[O:10])[CH:5]([CH2:6][CH2:7]1)[CH2:4][O:3][CH2:2]2.[NH:25]1[CH:29]=[N:28][CH:27]=[N:26]1.N1C2C(=CC=CC=2O)C=CC=1.C(=O)([O-])[O-].[K+].[K+].Cl. Given the product [CH:1]12[N:8]([C:9]([C:11]3[N:15]4[CH:16]=[C:17]([C:21]([F:24])([F:23])[F:22])[CH:18]=[C:19]([N:25]5[CH:29]=[N:28][CH:27]=[N:26]5)[C:14]4=[N:13][CH:12]=3)=[O:10])[CH:5]([CH2:6][CH2:7]1)[CH2:4][O:3][CH2:2]2, predict the reactants needed to synthesize it. (3) Given the product [Cl:1][C:2]1[C:11]([C:12](=[O:14])[CH3:13])=[CH:10][C:9]2[C:4](=[CH:5][C:6]([F:15])=[CH:7][CH:8]=2)[N:3]=1, predict the reactants needed to synthesize it. The reactants are: [Cl:1][C:2]1[C:11]([CH:12]([OH:14])[CH3:13])=[CH:10][C:9]2[C:4](=[CH:5][C:6]([F:15])=[CH:7][CH:8]=2)[N:3]=1. (4) Given the product [C:1]([O:4][CH:5]1[O:26][C@@H:25]([CH2:27][O:28][C:29](=[O:31])[CH3:30])[C@@H:20]([O:21][C:22](=[O:24])[CH3:23])[C@H:15]([O:16][C:17](=[O:19])[CH3:18])[C@@H:6]1[OH:7])(=[O:3])[CH3:2], predict the reactants needed to synthesize it. The reactants are: [C:1]([O:4][CH:5]1[O:26][C@@H:25]([CH2:27][O:28][C:29](=[O:31])[CH3:30])[C@@H:20]([O:21][C:22](=[O:24])[CH3:23])[C@H:15]([O:16][C:17](=[O:19])[CH3:18])[C@@H:6]1[O:7]CC1C=CC=CC=1)(=[O:3])[CH3:2]. (5) Given the product [F:12][C:6]1[N:7]=[CH:8][C:9]2[C:4]([CH:5]=1)=[CH:3][C:2]([B:13]([OH:17])[OH:14])=[CH:11][CH:10]=2, predict the reactants needed to synthesize it. The reactants are: Br[C:2]1[CH:3]=[C:4]2[C:9](=[CH:10][CH:11]=1)[CH:8]=[N:7][C:6]([F:12])=[CH:5]2.[B:13](OCC)([O:17]CC)[O:14]CC.C([Li])CCC.